This data is from Forward reaction prediction with 1.9M reactions from USPTO patents (1976-2016). The task is: Predict the product of the given reaction. (1) Given the reactants [CH2:1]1[S:7][C:5](=[O:6])[NH:4][C:2]1=[O:3].C([Li])CCC.[CH3:13][C:14]1[CH:15]=[C:16]([C:20]2[O:21][C:22]([CH3:36])=[C:23]([CH2:25][O:26][C@@H:27]3[CH2:32][CH2:31][CH2:30][C@H:29]([CH2:33][CH:34]=[O:35])[CH2:28]3)[N:24]=2)[CH:17]=[CH:18][CH:19]=1.Cl, predict the reaction product. The product is: [OH:35][CH:34]([CH:1]1[S:7][C:5](=[O:6])[NH:4][C:2]1=[O:3])[CH2:33][C@H:29]1[CH2:30][CH2:31][CH2:32][C@@H:27]([O:26][CH2:25][C:23]2[N:24]=[C:20]([C:16]3[CH:15]=[C:14]([CH3:13])[CH:19]=[CH:18][CH:17]=3)[O:21][C:22]=2[CH3:36])[CH2:28]1. (2) Given the reactants [OH:1][CH2:2][C@H:3]1[O:7][C:6](=[O:8])[NH:5][CH2:4]1.N1C=CN=C1.[C:14]([Si:18]([C:26]1[CH:31]=[CH:30][CH:29]=[CH:28][CH:27]=1)([C:20]1[CH:25]=[CH:24][CH:23]=[CH:22][CH:21]=1)Cl)([CH3:17])([CH3:16])[CH3:15], predict the reaction product. The product is: [Si:18]([O:1][CH2:2][C@H:3]1[O:7][C:6](=[O:8])[NH:5][CH2:4]1)([C:14]([CH3:17])([CH3:16])[CH3:15])([C:26]1[CH:27]=[CH:28][CH:29]=[CH:30][CH:31]=1)[C:20]1[CH:25]=[CH:24][CH:23]=[CH:22][CH:21]=1. (3) Given the reactants [CH3:1][CH:2]([CH3:8])[C:3](=O)[CH2:4][C:5]#[N:6].[NH:9]([C:11]1[CH:12]=[CH:13][C:14]([O:17][CH3:18])=[N:15][CH:16]=1)[NH2:10], predict the reaction product. The product is: [CH:2]([C:3]1[CH:4]=[C:5]([NH2:6])[N:9]([C:11]2[CH:16]=[N:15][C:14]([O:17][CH3:18])=[CH:13][CH:12]=2)[N:10]=1)([CH3:8])[CH3:1]. (4) Given the reactants [CH3:1][NH:2][CH3:3].[Cl:4][C:5]1[CH:10]=[CH:9][N:8]=[C:7]2[CH:11]=[C:12]([C:14]([O-:16])=O)[S:13][C:6]=12.[Li+], predict the reaction product. The product is: [CH3:1][N:2]([CH3:3])[C:14]([C:12]1[S:13][C:6]2[C:7](=[N:8][CH:9]=[CH:10][C:5]=2[Cl:4])[CH:11]=1)=[O:16]. (5) Given the reactants [F:1][C:2]1([F:33])[O:6][C:5]2[CH:7]=[CH:8][C:9]([C:11]3([C:14]([NH:16][C@@H:17]4[CH2:22][CH2:21][O:20][C@@H:19]([C:23]5[CH:24]=[C:25]([CH:30]=[CH:31][CH:32]=5)[C:26]([O:28]C)=[O:27])[CH2:18]4)=[O:15])[CH2:13][CH2:12]3)=[CH:10][C:4]=2[O:3]1.[OH-].[Na+], predict the reaction product. The product is: [F:33][C:2]1([F:1])[O:6][C:5]2[CH:7]=[CH:8][C:9]([C:11]3([C:14]([NH:16][C@@H:17]4[CH2:22][CH2:21][O:20][C@@H:19]([C:23]5[CH:24]=[C:25]([CH:30]=[CH:31][CH:32]=5)[C:26]([OH:28])=[O:27])[CH2:18]4)=[O:15])[CH2:13][CH2:12]3)=[CH:10][C:4]=2[O:3]1. (6) Given the reactants [CH3:1][S:2]([NH:5][C:6]1[CH:16]=[CH:15][C:9]([C:10](OCC)=[O:11])=[CH:8][CH:7]=1)(=[O:4])=[O:3].[H-].[H-].[H-].[H-].[Li+].[Al+3].CCOC(C)=O.OS([O-])(=O)=O.[Na+], predict the reaction product. The product is: [OH:11][CH2:10][C:9]1[CH:8]=[CH:7][C:6]([NH:5][S:2]([CH3:1])(=[O:4])=[O:3])=[CH:16][CH:15]=1.